From a dataset of Forward reaction prediction with 1.9M reactions from USPTO patents (1976-2016). Predict the product of the given reaction. (1) The product is: [Br:10][C:11]1[CH:12]=[N:13][CH:14]=[CH:15][C:16]=1[CH2:17][O:18][C:19]1[CH:20]=[N:21][C:22]([N:25]2[CH2:30][CH2:29][N:28]([C:31]3[N:32]=[C:50]([C@@H:49]([O:48][CH3:47])[CH3:53])[O:34][N:33]=3)[CH2:27][C@H:26]2[CH3:35])=[N:23][CH:24]=1. Given the reactants C(N(C(C)C)C(C)C)C.[Br:10][C:11]1[CH:12]=[N:13][CH:14]=[CH:15][C:16]=1[CH2:17][O:18][C:19]1[CH:20]=[N:21][C:22]([N:25]2[CH2:30][CH2:29][N:28](/[C:31](=[N:33]/[OH:34])/[NH2:32])[CH2:27][C@H:26]2[CH3:35])=[N:23][CH:24]=1.O.ON1C2C=CC=CC=2N=N1.[CH3:47][O:48][C@@H:49]([CH3:53])[C:50](O)=O.Cl.CN(C)CCCN=C=NCC, predict the reaction product. (2) Given the reactants [CH2:1]([OH:8])[CH2:2][CH2:3][CH2:3][CH2:2][CH2:1][OH:8].[CH:9]([OH:15])([OH:14])[CH2:10][CH2:11][CH2:12][CH3:13].[OH-:16].[K+].C[C:19](N(C)C)=[O:20], predict the reaction product. The product is: [CH:13]1[C:2]([C:1]([OH:8])=[O:16])=[CH:3][C:10]2[C:9]([O:15][C:19](=[O:20])[C:11]=2[CH:12]=1)=[O:14]. (3) The product is: [Br:21][CH2:8][C:7]1[C:2]([Cl:1])=[C:3]([O:12][CH3:13])[CH:4]=[C:5]([O:10][CH3:11])[C:6]=1[F:9]. Given the reactants [Cl:1][C:2]1[C:7]([CH3:8])=[C:6]([F:9])[C:5]([O:10][CH3:11])=[CH:4][C:3]=1[O:12][CH3:13].C1C(=O)N([Br:21])C(=O)C1.CC(N=NC(C#N)(C)C)(C#N)C, predict the reaction product. (4) Given the reactants [NH:1]=[C:2]([NH:4][NH:5][C:6]([C:8]1[S:9][CH:10]=[C:11]([C:13]2[CH:18]=[CH:17][C:16]([O:19][C:20]([F:23])([F:22])[F:21])=[CH:15][CH:14]=2)[N:12]=1)=O)[CH3:3].O, predict the reaction product. The product is: [CH3:3][C:2]1[NH:4][N:5]=[C:6]([C:8]2[S:9][CH:10]=[C:11]([C:13]3[CH:18]=[CH:17][C:16]([O:19][C:20]([F:23])([F:22])[F:21])=[CH:15][CH:14]=3)[N:12]=2)[N:1]=1. (5) Given the reactants [Cl:1][C:2]1[CH:3]=[N:4][C:5]([N:8]2[CH2:13][CH2:12][C:11](=O)[CH2:10][CH2:9]2)=[N:6][CH:7]=1.[CH:15]1([NH2:18])[CH2:17][CH2:16]1.C(O)(=O)C.C(O[BH-](OC(=O)C)OC(=O)C)(=O)C.[Na+], predict the reaction product. The product is: [Cl:1][C:2]1[CH:3]=[N:4][C:5]([N:8]2[CH2:13][CH2:12][CH:11]([NH:18][CH:15]3[CH2:17][CH2:16]3)[CH2:10][CH2:9]2)=[N:6][CH:7]=1. (6) Given the reactants [N:1]([C:4]1[CH:9]=[CH:8][C:7]([F:10])=[CH:6][CH:5]=1)=[N+:2]=[N-:3].[C:11]([C:13]1[CH:18]=[CH:17][C:16]([C@@H:19]2[O:24][CH2:23][CH2:22][N:21]([C:25]([O:27][C:28]([CH3:31])([CH3:30])[CH3:29])=[O:26])[CH2:20]2)=[CH:15][CH:14]=1)#[CH:12], predict the reaction product. The product is: [F:10][C:7]1[CH:8]=[CH:9][C:4]([N:1]2[CH:12]=[C:11]([C:13]3[CH:14]=[CH:15][C:16]([C@@H:19]4[O:24][CH2:23][CH2:22][N:21]([C:25]([O:27][C:28]([CH3:31])([CH3:30])[CH3:29])=[O:26])[CH2:20]4)=[CH:17][CH:18]=3)[N:3]=[N:2]2)=[CH:5][CH:6]=1. (7) Given the reactants [CH3:1][O:2][C:3]1[CH:34]=[C:33]([O:35][CH3:36])[CH:32]=[CH:31][C:4]=1[CH2:5][NH:6][C:7]1[N:16]2[N:17]=[C:18]([CH:20]3[CH2:25][CH2:24][CH2:23][NH:22][CH2:21]3)[N:19]=[C:15]2[C:14]2[C:9](=[C:10]3[O:28][C:27]([F:30])([F:29])[O:26][C:11]3=[CH:12][CH:13]=2)[N:8]=1.Br[C:38]1[CH:43]=[CH:42][CH:41]=[C:40]([F:44])[CH:39]=1.C1(P(C2CCCCC2)C2C=CC=CC=2C2C(OC(C)C)=CC=CC=2OC(C)C)CCCCC1.CC(C)([O-])C.[K+], predict the reaction product. The product is: [CH3:1][O:2][C:3]1[CH:34]=[C:33]([O:35][CH3:36])[CH:32]=[CH:31][C:4]=1[CH2:5][NH:6][C:7]1[N:16]2[N:17]=[C:18]([CH:20]3[CH2:25][CH2:24][CH2:23][N:22]([C:38]4[CH:43]=[CH:42][CH:41]=[C:40]([F:44])[CH:39]=4)[CH2:21]3)[N:19]=[C:15]2[C:14]2[C:9](=[C:10]3[O:28][C:27]([F:29])([F:30])[O:26][C:11]3=[CH:12][CH:13]=2)[N:8]=1.